From a dataset of Forward reaction prediction with 1.9M reactions from USPTO patents (1976-2016). Predict the product of the given reaction. (1) Given the reactants Cl[C:2]1[C:11]2[C:6](=[CH:7][C:8]([F:13])=[CH:9][C:10]=2[F:12])[N:5]=[C:4]([C:14]2[CH:19]=[CH:18][CH:17]=[CH:16][C:15]=2[S:20]([CH3:23])(=[O:22])=[O:21])[C:3]=1[CH3:24].[CH3:25][O:26][C:27]1[N:32]=[CH:31][C:30]([C:33]2[CH:39]=[CH:38][C:37]([N:40]3[CH2:45][CH2:44][O:43][CH2:42][CH2:41]3)=[CH:36][C:34]=2[NH2:35])=[CH:29][CH:28]=1, predict the reaction product. The product is: [F:12][C:10]1[CH:9]=[C:8]([F:13])[CH:7]=[C:6]2[C:11]=1[C:2]([NH:35][C:34]1[CH:36]=[C:37]([N:40]3[CH2:45][CH2:44][O:43][CH2:42][CH2:41]3)[CH:38]=[CH:39][C:33]=1[C:30]1[CH:31]=[N:32][C:27]([O:26][CH3:25])=[CH:28][CH:29]=1)=[C:3]([CH3:24])[C:4]([C:14]1[CH:19]=[CH:18][CH:17]=[CH:16][C:15]=1[S:20]([CH3:23])(=[O:22])=[O:21])=[N:5]2. (2) Given the reactants Cl.C(N=C=NCCCN(C)C)C.[C:13]1([NH:19][CH2:20][CH2:21][C:22]([O:24][CH3:25])=[O:23])[CH:18]=[CH:17][CH:16]=[CH:15][CH:14]=1.[CH3:26][C:27]1[CH:58]=[CH:57][CH:56]=[C:55]([CH3:59])[C:28]=1[O:29][C:30]1[CH:31]=[C:32]([CH:36]=[CH:37][C:38]=1[C:39]1[C:40]2[CH:49]=[C:48]([C:50](=[O:54])[NH:51][CH2:52][CH3:53])[NH:47][C:41]=2[C:42](=[O:46])[N:43]([CH3:45])[CH:44]=1)[C:33](O)=[O:34], predict the reaction product. The product is: [CH3:59][C:55]1[CH:56]=[CH:57][CH:58]=[C:27]([CH3:26])[C:28]=1[O:29][C:30]1[CH:31]=[C:32]([CH:36]=[CH:37][C:38]=1[C:39]1[C:40]2[CH:49]=[C:48]([C:50](=[O:54])[NH:51][CH2:52][CH3:53])[NH:47][C:41]=2[C:42](=[O:46])[N:43]([CH3:45])[CH:44]=1)[C:33]([N:19]([C:13]1[CH:18]=[CH:17][CH:16]=[CH:15][CH:14]=1)[CH2:20][CH2:21][C:22]([O:24][CH3:25])=[O:23])=[O:34]. (3) The product is: [C:1]([O:6][CH2:7][CH2:8][OH:9])(=[O:5])[C:2]([CH3:4])=[CH2:3]. Given the reactants [C:1]([O:6][CH2:7][CH2:8][O:9]C(=O)C(C)=C)(=[O:5])[C:2]([CH3:4])=[CH2:3].C(OOC(=O)C1C=CC=CC=1)(=O)C1C=CC=CC=1, predict the reaction product. (4) Given the reactants Cl.[CH3:2][C:3]([CH3:34])([C:12]1[CH:17]=[CH:16][C:15]([CH2:18][CH2:19][CH2:20][NH:21][C@@H:22]([C:24]2[C:33]3[C:28](=[CH:29][CH:30]=[CH:31][CH:32]=3)[CH:27]=[CH:26][CH:25]=2)[CH3:23])=[CH:14][CH:13]=1)[C:4]([NH:6][CH2:7][C:8]([O:10]C)=[O:9])=[O:5].[OH-].[Li+], predict the reaction product. The product is: [CH3:34][C:3]([CH3:2])([C:12]1[CH:13]=[CH:14][C:15]([CH2:18][CH2:19][CH2:20][NH:21][C@@H:22]([C:24]2[C:33]3[C:28](=[CH:29][CH:30]=[CH:31][CH:32]=3)[CH:27]=[CH:26][CH:25]=2)[CH3:23])=[CH:16][CH:17]=1)[C:4]([NH:6][CH2:7][C:8]([OH:10])=[O:9])=[O:5]. (5) Given the reactants [Si]([O:18][C@H:19]1[CH2:23][C@H:22]([C:24]2[C:28]3[N:29]=[CH:30][N:31]=[C:32]([NH:33][C@@H:34]4[C:42]5[C:37](=[CH:38][CH:39]=[CH:40][CH:41]=5)[CH2:36][CH2:35]4)[C:27]=3[S:26][CH:25]=2)[O:21][C@@H:20]1[CH2:43][OH:44])(C(C)(C)C)(C1C=CC=CC=1)C1C=CC=CC=1.C(N(CC)C(C)C)(C)C.[NH2:54][S:55](Cl)(=[O:57])=[O:56].S(=O)(=O)([O-])N, predict the reaction product. The product is: [S:55](=[O:57])(=[O:56])([O:44][CH2:43][C@@H:20]1[C@@H:19]([OH:18])[CH2:23][C@H:22]([C:24]2[C:28]3[N:29]=[CH:30][N:31]=[C:32]([NH:33][C@@H:34]4[C:42]5[C:37](=[CH:38][CH:39]=[CH:40][CH:41]=5)[CH2:36][CH2:35]4)[C:27]=3[S:26][CH:25]=2)[O:21]1)[NH2:54]. (6) Given the reactants [C:1]([BH3-])#N.[Na+].C1COCC1.[CH:10]1([C:16]2[C:17]3[CH:18]=[CH:19][C:20]([C:49]([NH:51][S:52](=[O:57])(=[O:56])[N:53]([CH3:55])[CH3:54])=[O:50])=[CH:21][C:22]=3[N:23]3[CH2:29][C:28]([C:30]([N:32]4[CH2:39][C:38]56[CH2:40][NH:41][CH2:42][C:34]5([CH2:35][O:36][CH2:37]6)[CH2:33]4)=[O:31])=[CH:27][C:26]4[CH:43]=[C:44]([O:47][CH3:48])[CH:45]=[CH:46][C:25]=4[C:24]=23)[CH2:15][CH2:14][CH2:13][CH2:12][CH2:11]1.C=O, predict the reaction product. The product is: [CH:10]1([C:16]2[C:17]3[CH:18]=[CH:19][C:20]([C:49]([NH:51][S:52](=[O:56])(=[O:57])[N:53]([CH3:54])[CH3:55])=[O:50])=[CH:21][C:22]=3[N:23]3[CH2:29][C:28]([C:30]([N:32]4[CH2:39][C:38]56[CH2:40][N:41]([CH3:1])[CH2:42][C:34]5([CH2:35][O:36][CH2:37]6)[CH2:33]4)=[O:31])=[CH:27][C:26]4[CH:43]=[C:44]([O:47][CH3:48])[CH:45]=[CH:46][C:25]=4[C:24]=23)[CH2:15][CH2:14][CH2:13][CH2:12][CH2:11]1. (7) Given the reactants [H-].[Na+].[F:3][C:4]([F:15])([F:14])[CH:5]([C:7]1[CH:12]=[CH:11][C:10]([F:13])=[CH:9][CH:8]=1)[OH:6].[F:16][C:17]([F:23])([F:22])[S:18](Cl)(=[O:20])=[O:19], predict the reaction product. The product is: [F:15][C:4]([F:3])([F:14])[CH:5]([O:6][S:18]([C:17]([F:23])([F:22])[F:16])(=[O:20])=[O:19])[C:7]1[CH:8]=[CH:9][C:10]([F:13])=[CH:11][CH:12]=1.